This data is from Forward reaction prediction with 1.9M reactions from USPTO patents (1976-2016). The task is: Predict the product of the given reaction. (1) Given the reactants [N+:1]([C:4]1[CH:9]=[CH:8][C:7]([CH:10]([CH2:16][CH2:17][CH2:18][CH2:19][CH3:20])[C:11]([O:13][CH2:14][CH3:15])=[O:12])=[CH:6][CH:5]=1)([O-])=O.[H][H], predict the reaction product. The product is: [NH2:1][C:4]1[CH:5]=[CH:6][C:7]([CH:10]([CH2:16][CH2:17][CH2:18][CH2:19][CH3:20])[C:11]([O:13][CH2:14][CH3:15])=[O:12])=[CH:8][CH:9]=1. (2) Given the reactants [Br:1]Br.C1(P(C2C=CC=CC=2)C2C=CC=CC=2)C=CC=CC=1.N1C=CN=C1.[Cl:27][C:28]1[CH:29]=[C:30]([CH:51]=[C:52]([Cl:54])[CH:53]=1)[O:31][C:32]1[C:33]([CH2:49][CH3:50])=[N:34][N:35]([CH2:39][CH2:40][NH:41][C:42](=[O:48])[O:43][C:44]([CH3:47])([CH3:46])[CH3:45])[C:36]=1[CH2:37]O, predict the reaction product. The product is: [Br:1][CH2:37][C:36]1[N:35]([CH2:39][CH2:40][NH:41][C:42](=[O:48])[O:43][C:44]([CH3:47])([CH3:46])[CH3:45])[N:34]=[C:33]([CH2:49][CH3:50])[C:32]=1[O:31][C:30]1[CH:29]=[C:28]([Cl:27])[CH:53]=[C:52]([Cl:54])[CH:51]=1. (3) Given the reactants [F:1][C:2]1[CH:3]=[C:4]([C:30](=[O:32])[CH3:31])[CH:5]=[CH:6][C:7]=1[N:8]1[CH2:13][CH2:12][N:11]([C:14](=[O:29])[C:15]2[CH:20]=[C:19]([S:21]([CH3:24])(=[O:23])=[O:22])[CH:18]=[CH:17][C:16]=2[O:25][CH:26]([CH3:28])[CH3:27])[CH2:10][CH2:9]1.[BH4-].[Na+], predict the reaction product. The product is: [F:1][C:2]1[CH:3]=[C:4]([CH:30]([OH:32])[CH3:31])[CH:5]=[CH:6][C:7]=1[N:8]1[CH2:9][CH2:10][N:11]([C:14]([C:15]2[CH:20]=[C:19]([S:21]([CH3:24])(=[O:22])=[O:23])[CH:18]=[CH:17][C:16]=2[O:25][CH:26]([CH3:28])[CH3:27])=[O:29])[CH2:12][CH2:13]1. (4) Given the reactants [CH2:1]([N:8]1[CH2:12][CH:11]([CH3:13])[CH:10]([C:14]([O:16]CC)=O)[CH2:9]1)[C:2]1[CH:7]=[CH:6][CH:5]=[CH:4][CH:3]=1.[H-].[Al+3].[Li+].[H-].[H-].[H-].[C:25]([Si:29]([C:37]1[CH:42]=[CH:41][CH:40]=[CH:39][CH:38]=1)([C:31]1[CH:36]=[CH:35][CH:34]=[CH:33][CH:32]=1)Cl)([CH3:28])([CH3:27])[CH3:26].C(N1CC(C)C(CO)C1)C1C=CC=CC=1.[H-].[Na+], predict the reaction product. The product is: [CH2:1]([N:8]1[CH2:12][CH:11]([CH3:13])[CH:10]([CH2:14][O:16][Si:29]([C:25]([CH3:28])([CH3:27])[CH3:26])([C:37]2[CH:38]=[CH:39][CH:40]=[CH:41][CH:42]=2)[C:31]2[CH:36]=[CH:35][CH:34]=[CH:33][CH:32]=2)[CH2:9]1)[C:2]1[CH:3]=[CH:4][CH:5]=[CH:6][CH:7]=1. (5) Given the reactants [Br:1][C:2]1[CH:7]=[CH:6][C:5]([CH2:8][C:9](O)=[O:10])=[C:4]([F:12])[CH:3]=1.S(Cl)([Cl:15])=O.CN(C=O)C, predict the reaction product. The product is: [Br:1][C:2]1[CH:7]=[CH:6][C:5]([CH2:8][C:9]([Cl:15])=[O:10])=[C:4]([F:12])[CH:3]=1. (6) Given the reactants F[C:2]1[C:7]([C:8]2[N:13]=[C:12]([CH3:14])[N:11]=[C:10]([N:15]([CH2:25][C:26]3[CH:31]=[CH:30][C:29]([O:32][CH3:33])=[CH:28][CH:27]=3)[CH2:16][C:17]3[CH:22]=[CH:21][C:20]([O:23][CH3:24])=[CH:19][CH:18]=3)[N:9]=2)=[CH:6][C:5]([CH2:34][C:35]2[CH:40]=[CH:39][C:38]([S:41]([CH3:44])(=[O:43])=[O:42])=[CH:37][CH:36]=2)=[CH:4][N:3]=1.[F:45][C:46]1[CH:47]=[C:48]([NH2:54])[CH:49]=[N:50][C:51]=1[O:52][CH3:53].C[Si]([N-][Si](C)(C)C)(C)C.[Li+], predict the reaction product. The product is: [F:45][C:46]1[CH:47]=[C:48]([NH:54][C:2]2[C:7]([C:8]3[N:13]=[C:12]([CH3:14])[N:11]=[C:10]([N:15]([CH2:25][C:26]4[CH:27]=[CH:28][C:29]([O:32][CH3:33])=[CH:30][CH:31]=4)[CH2:16][C:17]4[CH:18]=[CH:19][C:20]([O:23][CH3:24])=[CH:21][CH:22]=4)[N:9]=3)=[CH:6][C:5]([CH2:34][C:35]3[CH:36]=[CH:37][C:38]([S:41]([CH3:44])(=[O:43])=[O:42])=[CH:39][CH:40]=3)=[CH:4][N:3]=2)[CH:49]=[N:50][C:51]=1[O:52][CH3:53]. (7) The product is: [Br:1][C:2]1[CH:3]=[C:4]2[C:9](=[CH:10][CH:11]=1)[N:8]=[C:7]([N:30]1[CH2:31][CH2:32][N:27]([C:22]3[CH:23]=[CH:24][CH:25]=[CH:26][N:21]=3)[CH2:28][CH2:29]1)[C:6]1[C:13](=[O:20])[C:14]3[C:19]([C:5]2=1)=[CH:18][CH:17]=[CH:16][CH:15]=3. Given the reactants [Br:1][C:2]1[CH:3]=[C:4]2[C:9](=[CH:10][CH:11]=1)[N:8]=[C:7](Cl)[C:6]1[C:13](=[O:20])[C:14]3[C:19]([C:5]2=1)=[CH:18][CH:17]=[CH:16][CH:15]=3.[N:21]1[CH:26]=[CH:25][CH:24]=[CH:23][C:22]=1[N:27]1[CH2:32][CH2:31][NH:30][CH2:29][CH2:28]1.O, predict the reaction product. (8) The product is: [Cl:1][C:2]1[C:3]([S:24]([N:27]([CH2:28][C:29]2[CH:30]=[CH:31][C:32]([O:35][CH3:36])=[CH:33][CH:34]=2)[CH2:37][C:38]2[CH:39]=[CH:40][C:41]([O:44][CH3:45])=[CH:42][CH:43]=2)(=[O:25])=[O:26])=[N:4][CH:5]=[C:6]([C:9]([N:11]2[CH2:12][CH2:13][CH:14]([C:17]3[CH:18]=[CH:19][C:20]([F:23])=[CH:21][CH:22]=3)[CH2:15][CH2:16]2)=[O:10])[C:7]=1[NH:46][C:47]1[CH:54]=[C:53]([CH3:55])[C:52]([CH3:56])=[CH:51][C:48]=1[C:49]#[N:50]. Given the reactants [Cl:1][C:2]1[C:3]([S:24]([N:27]([CH2:37][C:38]2[CH:43]=[CH:42][C:41]([O:44][CH3:45])=[CH:40][CH:39]=2)[CH2:28][C:29]2[CH:34]=[CH:33][C:32]([O:35][CH3:36])=[CH:31][CH:30]=2)(=[O:26])=[O:25])=[N:4][CH:5]=[C:6]([C:9]([N:11]2[CH2:16][CH2:15][CH:14]([C:17]3[CH:22]=[CH:21][C:20]([F:23])=[CH:19][CH:18]=3)[CH2:13][CH2:12]2)=[O:10])[C:7]=1Cl.[NH2:46][C:47]1[CH:54]=[C:53]([CH3:55])[C:52]([CH3:56])=[CH:51][C:48]=1[C:49]#[N:50], predict the reaction product. (9) Given the reactants [C:1]([O:5][C:6](=[O:31])[N:7]([C:9]([C:23]1[CH:28]=[CH:27][C:26]([Cl:29])=[C:25]([Cl:30])[CH:24]=1)([CH2:15][N:16]([C:18](=[O:22])[CH:19]([CH3:21])[CH3:20])[CH3:17])[CH2:10][CH:11]([OH:14])CO)[CH3:8])([CH3:4])([CH3:3])[CH3:2].I([O-])(=O)(=O)=O.[Na+], predict the reaction product. The product is: [C:1]([O:5][C:6](=[O:31])[N:7]([C:9]([C:23]1[CH:28]=[CH:27][C:26]([Cl:29])=[C:25]([Cl:30])[CH:24]=1)([CH2:15][N:16]([C:18](=[O:22])[CH:19]([CH3:20])[CH3:21])[CH3:17])[CH2:10][CH:11]=[O:14])[CH3:8])([CH3:3])([CH3:4])[CH3:2].